This data is from Full USPTO retrosynthesis dataset with 1.9M reactions from patents (1976-2016). The task is: Predict the reactants needed to synthesize the given product. (1) Given the product [F:11][C:12]([F:29])([F:28])[C:13](=[O:27])[CH2:14][C:15]([C:7]1[CH:8]=[C:3]([O:2][CH3:1])[C:4]([CH3:10])=[CH:5][C:6]=1[CH3:9])([CH3:17])[CH3:16], predict the reactants needed to synthesize it. The reactants are: [CH3:1][O:2][C:3]1[CH:8]=[CH:7][C:6]([CH3:9])=[CH:5][C:4]=1[CH3:10].[F:11][C:12]([F:29])([F:28])[C:13](=[O:27])[CH2:14][C:15](C1C=C(C)C=CC=1OC)([CH3:17])[CH3:16]. (2) Given the product [F:30][C:31]([F:35])([F:34])[CH2:32][O:17][C@@H:18]1[CH2:22][CH2:21][N:20]([C:23]([O:25][C:26]([CH3:29])([CH3:28])[CH3:27])=[O:24])[CH2:19]1, predict the reactants needed to synthesize it. The reactants are: N(C(OC(C)(C)C)=O)=NC(OC(C)(C)C)=O.[OH:17][C@H:18]1[CH2:22][CH2:21][N:20]([C:23]([O:25][C:26]([CH3:29])([CH3:28])[CH3:27])=[O:24])[CH2:19]1.[F:30][C:31]([F:35])([F:34])[CH2:32]O.C1(P(C2C=CC=CC=2)C2C=CC=CC=2)C=CC=CC=1. (3) Given the product [OH:60][CH2:59][CH2:58][N:26]([CH:23]1[CH2:24][CH2:25][N:20]([C:17]2[S:18][CH:19]=[C:15]([C:7]3[CH:6]=[CH:5][C:4]4[C:3]([CH3:27])([CH3:2])[CH2:12][CH2:11][C:10]([CH3:13])([CH3:14])[C:9]=4[CH:8]=3)[N:16]=2)[CH2:21][CH2:22]1)[CH2:34][CH2:35][OH:36], predict the reactants needed to synthesize it. The reactants are: Br.[CH3:2][C:3]1([CH3:27])[CH2:12][CH2:11][C:10]([CH3:14])([CH3:13])[C:9]2[CH:8]=[C:7]([C:15]3[N:16]=[C:17]([N:20]4[CH2:25][CH2:24][CH:23]([NH2:26])[CH2:22][CH2:21]4)[S:18][CH:19]=3)[CH:6]=[CH:5][C:4]1=2.C([Si](C)(C)O[CH2:34][CH:35]=[O:36])(C)(C)C.CCCC[N+](CCCC)(CCCC)CCCC.[F-].C1C[O:60][CH2:59][CH2:58]1. (4) Given the product [CH2:1]([O:3][C:4]1[CH:5]=[CH:6][C:7]([F:35])=[C:8]([C:10]2[CH:15]=[CH:14][N:13]=[C:12]([C@H:16]3[CH2:20][CH2:19][C@:18]4([CH2:24][CH2:23][N:22]([CH3:25])[C:21]4=[O:26])[NH:17]3)[C:11]=2[CH3:34])[CH:9]=1)[CH3:2], predict the reactants needed to synthesize it. The reactants are: [CH2:1]([O:3][C:4]1[CH:5]=[CH:6][C:7]([F:35])=[C:8]([C:10]2[CH:15]=[CH:14][N:13]=[C:12]([C@H:16]3[CH2:20][CH2:19][C@:18]4([CH2:24][CH2:23][N:22]([CH3:25])[C:21]4=[O:26])[N:17]3C(OC(C)(C)C)=O)[C:11]=2[CH3:34])[CH:9]=1)[CH3:2].O1CCOCC1. (5) Given the product [CH:1]12[O:8][CH:5]([CH2:6][CH2:7]1)[CH2:4][N:3]([C:9]1[CH:14]=[CH:13][C:12]([NH:15][C:16]3[N:21]=[CH:20][N:19]=[C:18]([C:22]4[CH:42]=[CH:41][C:25]([O:26][C@H:27]5[CH2:32][CH2:31][NH:30][CH2:29][C@H:28]5[F:40])=[C:24]([CH:23]=4)[C:43]#[N:44])[N:17]=3)=[CH:11][CH:10]=1)[CH2:2]2, predict the reactants needed to synthesize it. The reactants are: [CH:1]12[O:8][CH:5]([CH2:6][CH2:7]1)[CH2:4][N:3]([C:9]1[CH:14]=[CH:13][C:12]([NH:15][C:16]3[N:21]=[CH:20][N:19]=[C:18]([C:22]4[CH:42]=[CH:41][C:25]([O:26][C@H:27]5[CH2:32][CH2:31][N:30](C(OC(C)(C)C)=O)[CH2:29][C@H:28]5[F:40])=[C:24]([C:43]#[N:44])[CH:23]=4)[N:17]=3)=[CH:11][CH:10]=1)[CH2:2]2.FC(F)(F)C(O)=O. (6) Given the product [CH3:1][O:2][CH2:3][C:4]1[CH:11]=[CH:10][C:7]([CH2:8][NH2:9])=[CH:6][CH:5]=1, predict the reactants needed to synthesize it. The reactants are: [CH3:1][O:2][CH2:3][C:4]1[CH:11]=[CH:10][C:7]([C:8]#[N:9])=[CH:6][CH:5]=1. (7) Given the product [C:16]([O:15][C:13](=[O:14])[NH:12][C@H:9]1[CH2:8][CH2:7][C@H:6]([CH2:5][CH:4]=[O:3])[CH2:11][CH2:10]1)([CH3:19])([CH3:17])[CH3:18], predict the reactants needed to synthesize it. The reactants are: C([O:3][C:4](=O)[CH2:5][C@H:6]1[CH2:11][CH2:10][C@H:9]([NH:12][C:13]([O:15][C:16]([CH3:19])([CH3:18])[CH3:17])=[O:14])[CH2:8][CH2:7]1)C.CC(C[AlH]CC(C)C)C.O. (8) Given the product [Cl:22][C:15]1[C:16]([F:21])=[CH:17][CH:18]=[C:19]([F:20])[C:14]=1[C:13]1[C:12](=[O:23])[NH:11][C:10]2=[N:9][CH:8]=[CH:7][N:6]=[C:5]2[C:3]=1[OH:4], predict the reactants needed to synthesize it. The reactants are: CO[C:3]([C:5]1[C:10]([NH:11][C:12](=[O:23])[CH2:13][C:14]2[C:19]([F:20])=[CH:18][CH:17]=[C:16]([F:21])[C:15]=2[Cl:22])=[N:9][CH:8]=[CH:7][N:6]=1)=[O:4].C(=O)([O-])[O-].[K+].[K+].O.Cl.